From a dataset of HIV replication inhibition screening data with 41,000+ compounds from the AIDS Antiviral Screen. Binary Classification. Given a drug SMILES string, predict its activity (active/inactive) in a high-throughput screening assay against a specified biological target. The molecule is NNC(=O)c1cc(=NNC(=O)CC(=O)Nc2ccccc2Cl)c2ccccc2o1. The result is 0 (inactive).